The task is: Predict which catalyst facilitates the given reaction.. This data is from Catalyst prediction with 721,799 reactions and 888 catalyst types from USPTO. Reactant: C(OC([NH:8][CH:9]([CH2:14][C:15]1[CH:20]=[C:19]([F:21])[C:18]([F:22])=[CH:17][C:16]=1[F:23])[CH2:10][C:11]([OH:13])=[O:12])=O)(C)(C)C.Cl.[CH3:25]O. Product: [CH3:25][O:13][C:11](=[O:12])[CH2:10][CH:9]([NH2:8])[CH2:14][C:15]1[CH:20]=[C:19]([F:21])[C:18]([F:22])=[CH:17][C:16]=1[F:23]. The catalyst class is: 5.